From a dataset of Full USPTO retrosynthesis dataset with 1.9M reactions from patents (1976-2016). Predict the reactants needed to synthesize the given product. (1) Given the product [Cl:6][C:7]1[CH:29]=[CH:28][C:10]2[NH:11][C:12]([S:14][C:15]3[C:20]4[NH:21][C:22](=[O:24])[NH:23][C:19]=4[CH:18]=[C:17]([C:25]([NH:32][CH3:31])=[O:27])[CH:16]=3)=[N:13][C:9]=2[CH:8]=1, predict the reactants needed to synthesize it. The reactants are: CN.C(O)C.[Cl:6][C:7]1[CH:29]=[CH:28][C:10]2[NH:11][C:12]([S:14][C:15]3[C:20]4[NH:21][C:22](=[O:24])[NH:23][C:19]=4[CH:18]=[C:17]([C:25]([OH:27])=O)[CH:16]=3)=[N:13][C:9]=2[CH:8]=1.C[CH2:31][N:32](C(C)C)C(C)C.CN(C(ON1N=NC2C=CC=CC1=2)=[N+](C)C)C.[B-](F)(F)(F)F. (2) Given the product [CH:1]([C:4]1[CH:5]=[C:6]2[C:8]([CH:12]=[CH:13][CH:15]=[N:7]2)=[CH:9][CH:10]=1)([CH3:3])[CH3:2], predict the reactants needed to synthesize it. The reactants are: [CH:1]([C:4]1[CH:5]=[C:6]([CH:8]=[CH:9][CH:10]=1)[NH2:7])([CH3:3])[CH3:2].O[CH2:12][CH:13]([CH2:15]O)O.[Na+].[N+](C1C=C(S([O-])(=O)=O)C=CC=1)([O-])=O.